From a dataset of Forward reaction prediction with 1.9M reactions from USPTO patents (1976-2016). Predict the product of the given reaction. (1) Given the reactants Br[C:2]1[C:10]2[N:9]=[C:8]([CH:11]3[CH2:13][CH2:12]3)[N:7]([CH2:14][C:15]3[CH:20]=[CH:19][CH:18]=[C:17]([C:21]([F:24])([F:23])[F:22])[C:16]=3[CH3:25])[C:6]=2[CH:5]=[C:4]([N:26]2[CH2:31][CH2:30][O:29][CH2:28][CH2:27]2)[CH:3]=1.[B:32]1(B2OC(C)(C)C(C)(C)O2)[O:36]C(C)(C)C(C)(C)[O:33]1.CC(C1C=C(C(C)C)C(C2C=CC=CC=2P(C2CCCCC2)C2CCCCC2)=C(C(C)C)C=1)C.C([O-])(=O)C.[K+].Cl, predict the reaction product. The product is: [CH:11]1([C:8]2[N:7]([CH2:14][C:15]3[CH:20]=[CH:19][CH:18]=[C:17]([C:21]([F:22])([F:23])[F:24])[C:16]=3[CH3:25])[C:6]3[CH:5]=[C:4]([N:26]4[CH2:31][CH2:30][O:29][CH2:28][CH2:27]4)[CH:3]=[C:2]([B:32]([OH:36])[OH:33])[C:10]=3[N:9]=2)[CH2:13][CH2:12]1. (2) Given the reactants [F:1][C:2]1[C:3]([NH:12][S:13]([C:16]2[CH:25]=[CH:24][C:19]([C:20]([O:22][CH3:23])=[O:21])=[CH:18][CH:17]=2)(=[O:15])=[O:14])=[N:4][CH:5]=[C:6]([C:8]([F:11])([F:10])[F:9])[CH:7]=1.Br[CH2:27][C:28]1[CH:33]=[CH:32][CH:31]=[CH:30][CH:29]=1, predict the reaction product. The product is: [CH2:27]([N:12]([C:3]1[C:2]([F:1])=[CH:7][C:6]([C:8]([F:11])([F:9])[F:10])=[CH:5][N:4]=1)[S:13]([C:16]1[CH:25]=[CH:24][C:19]([C:20]([O:22][CH3:23])=[O:21])=[CH:18][CH:17]=1)(=[O:15])=[O:14])[C:28]1[CH:33]=[CH:32][CH:31]=[CH:30][CH:29]=1. (3) Given the reactants C(Cl)(=O)C(Cl)=O.[CH2:7]([O:9][C:10]([C:12]1[NH:13][C:14]([CH3:27])=[C:15]([C:18]2[CH:23]=[CH:22][CH:21]=[C:20]([C:24]([OH:26])=O)[CH:19]=2)[C:16]=1[CH3:17])=[O:11])[CH3:8].[Br:28][C:29]1[CH:34]=[CH:33][C:32]([NH2:35])=[C:31]([F:36])[CH:30]=1.C(=O)(O)[O-].[Na+], predict the reaction product. The product is: [CH2:7]([O:9][C:10]([C:12]1[NH:13][C:14]([CH3:27])=[C:15]([C:18]2[CH:23]=[CH:22][CH:21]=[C:20]([C:24](=[O:26])[NH:35][C:32]3[CH:33]=[CH:34][C:29]([Br:28])=[CH:30][C:31]=3[F:36])[CH:19]=2)[C:16]=1[CH3:17])=[O:11])[CH3:8].